From a dataset of TCR-epitope binding with 47,182 pairs between 192 epitopes and 23,139 TCRs. Binary Classification. Given a T-cell receptor sequence (or CDR3 region) and an epitope sequence, predict whether binding occurs between them. (1) The epitope is LLLGIGILV. The TCR CDR3 sequence is CASSPGLASYNEQFF. Result: 1 (the TCR binds to the epitope). (2) The epitope is CLGGLLTMV. The TCR CDR3 sequence is CASSFGQSSTDTQYF. Result: 0 (the TCR does not bind to the epitope). (3) The epitope is VLAWLYAAV. The TCR CDR3 sequence is CASSLGVETNEKLFF. Result: 0 (the TCR does not bind to the epitope). (4) The epitope is ITEEVGHTDLMAAY. The TCR CDR3 sequence is CASRLDTAAYEQYF. Result: 0 (the TCR does not bind to the epitope).